From a dataset of Reaction yield outcomes from USPTO patents with 853,638 reactions. Predict the reaction yield, written as a fraction of the theoretical maximum amount of product (1.0 means a 100% yield; for example, 0.34 means a 34% yield). The reactants are [Si:1]([O:8][N:9]=[C:10]1[C:18]2[C:13](=[CH:14][C:15](Br)=[CH:16][CH:17]=2)[CH2:12][CH2:11]1)([C:4]([CH3:7])([CH3:6])[CH3:5])([CH3:3])[CH3:2].[NH2:20][C:21]1[C:29]2[C:24](=[CH:25][N:26]=[CH:27][CH:28]=2)[S:23][C:22]=1[C:30]([C:32]1[CH:37]=[CH:36][C:35]([O:38][CH3:39])=[CH:34][CH:33]=1)=[O:31].CC(C1C=C(C(C)C)C(C2C=CC=CC=2P(C2CCCCC2)C2CCCCC2)=C(C(C)C)C=1)C. No catalyst specified. The product is [Si:1]([O:8][N:9]=[C:10]1[C:18]2[C:13](=[CH:14][C:15]([NH:20][C:21]3[C:29]4[C:24](=[CH:25][N:26]=[CH:27][CH:28]=4)[S:23][C:22]=3[C:30]([C:32]3[CH:37]=[CH:36][C:35]([O:38][CH3:39])=[CH:34][CH:33]=3)=[O:31])=[CH:16][CH:17]=2)[CH2:12][CH2:11]1)([C:4]([CH3:7])([CH3:6])[CH3:5])([CH3:3])[CH3:2]. The yield is 0.700.